This data is from Reaction yield outcomes from USPTO patents with 853,638 reactions. The task is: Predict the reaction yield, written as a fraction of the theoretical maximum amount of product (1.0 means a 100% yield; for example, 0.34 means a 34% yield). The reactants are C([C@H]1COC(=O)N1[C:14](=[O:33])[C@H:15]([CH2:24][C:25]1[CH:30]=[CH:29][CH:28]=[C:27]([O:31][CH3:32])[CH:26]=1)[CH2:16][C:17]([O:19]C(C)(C)C)=O)C1C=CC=CC=1.[OH:34]S(C(F)(F)F)(=O)=O. The catalyst is C1C=CC=CC=1. The product is [CH3:32][O:31][C:27]1[CH:26]=[C:25]2[C:30]([C:17](=[O:19])[CH2:16][CH:15]([C:14]([OH:33])=[O:34])[CH2:24]2)=[CH:29][CH:28]=1. The yield is 0.700.